This data is from Reaction yield outcomes from USPTO patents with 853,638 reactions. The task is: Predict the reaction yield, written as a fraction of the theoretical maximum amount of product (1.0 means a 100% yield; for example, 0.34 means a 34% yield). (1) The reactants are [Cl:1][C:2]1[C:11]2[C:6](=[CH:7][C:8]([O:14][CH3:15])=[C:9]([O:12][CH3:13])[CH:10]=2)[N:5]=[CH:4][CH:3]=1.[OH:16][C:17]1[CH:30]=[CH:29][C:28]([CH3:31])=[CH:27][C:18]=1[C:19]([C:21]1[CH:26]=[CH:25][CH:24]=[CH:23][CH:22]=1)=[O:20].[OH-].[Na+]. The catalyst is C(Cl)(Cl)Cl. The product is [ClH:1].[CH3:13][O:12][C:9]1[CH:10]=[C:11]2[C:6](=[CH:7][C:8]=1[O:14][CH3:15])[N:5]=[CH:4][CH:3]=[C:2]2[O:16][C:17]1[CH:30]=[CH:29][C:28]([CH3:31])=[CH:27][C:18]=1[C:19]([C:21]1[CH:22]=[CH:23][CH:24]=[CH:25][CH:26]=1)=[O:20]. The yield is 0.120. (2) The reactants are [NH2:1][C:2]1[S:3][CH:4]=[C:5]([CH2:7][C:8]([NH:10][C:11]2[CH:37]=[CH:36][C:14]([CH2:15][C@@H:16]3[CH2:20][CH2:19][C@H:18]([C@H:21]([OH:28])[C:22]4[CH:27]=[CH:26][CH:25]=[CH:24][CH:23]=4)[N:17]3C(OC(C)(C)C)=O)=[CH:13][C:12]=2[Br:38])=[O:9])[N:6]=1.C(O)(C(F)(F)F)=O.C1(C)C=CC=CC=1. The catalyst is C(Cl)Cl.C(#N)C.O.CO. The product is [NH2:1][C:2]1[S:3][CH:4]=[C:5]([CH2:7][C:8]([NH:10][C:11]2[CH:37]=[CH:36][C:14]([CH2:15][C@@H:16]3[CH2:20][CH2:19][C@H:18]([C@H:21]([OH:28])[C:22]4[CH:23]=[CH:24][CH:25]=[CH:26][CH:27]=4)[NH:17]3)=[CH:13][C:12]=2[Br:38])=[O:9])[N:6]=1. The yield is 0.880. (3) The reactants are [NH2:1][C:2]1[N:24]=[CH:23][CH:22]=[CH:21][C:3]=1[C:4]([NH:6][CH2:7][C:8]1[S:9][C:10]([O:13][C:14]2[CH:19]=[CH:18][CH:17]=[C:16](Br)[CH:15]=2)=[CH:11][CH:12]=1)=[O:5].C(OCC)(=O)C.O.[CH3:32][N:33](C)C=O. The catalyst is [C-]#N.[Zn+2].[C-]#N.C1C=CC([P]([Pd]([P](C2C=CC=CC=2)(C2C=CC=CC=2)C2C=CC=CC=2)([P](C2C=CC=CC=2)(C2C=CC=CC=2)C2C=CC=CC=2)[P](C2C=CC=CC=2)(C2C=CC=CC=2)C2C=CC=CC=2)(C2C=CC=CC=2)C2C=CC=CC=2)=CC=1. The product is [NH2:1][C:2]1[N:24]=[CH:23][CH:22]=[CH:21][C:3]=1[C:4]([NH:6][CH2:7][C:8]1[S:9][C:10]([O:13][C:14]2[CH:19]=[CH:18][CH:17]=[C:16]([C:32]#[N:33])[CH:15]=2)=[CH:11][CH:12]=1)=[O:5]. The yield is 0.100.